Dataset: Reaction yield outcomes from USPTO patents with 853,638 reactions. Task: Predict the reaction yield, written as a fraction of the theoretical maximum amount of product (1.0 means a 100% yield; for example, 0.34 means a 34% yield). (1) The reactants are [Cl:1][C:2]1[CH:3]=[C:4]([CH:12]([CH2:16][CH:17]2[CH2:21][CH2:20][CH2:19][CH2:18]2)[C:13]([OH:15])=O)[CH:5]=[CH:6][C:7]=1[S:8]([CH3:11])(=[O:10])=[O:9].C(Cl)(=O)C(Cl)=O.[NH2:28][C:29]1[CH:34]=[N:33][CH:32]=[CH:31][N:30]=1.N1C=CC=CC=1. The catalyst is C(Cl)Cl.CN(C)C=O.O1CCCC1.O. The product is [Cl:1][C:2]1[CH:3]=[C:4]([CH:12]([CH2:16][CH:17]2[CH2:21][CH2:20][CH2:19][CH2:18]2)[C:13]([NH:28][C:29]2[CH:34]=[N:33][CH:32]=[CH:31][N:30]=2)=[O:15])[CH:5]=[CH:6][C:7]=1[S:8]([CH3:11])(=[O:9])=[O:10]. The yield is 0.860. (2) The reactants are ClC(Cl)(Cl)C(Cl)(Cl)Cl.[F:9][C:10]1[CH:11]=[CH:12][C:13]([NH:16][NH:17][C:18]([C:20]2([N:25]([CH3:27])[CH3:26])[CH2:24][CH2:23][CH2:22][CH2:21]2)=O)=[N:14][CH:15]=1.C(N(CC)CC)C.C1(P(C2C=CC=CC=2)C2C=CC=CC=2)C=CC=CC=1. The catalyst is C1COCC1. The product is [F:9][C:10]1[CH:11]=[CH:12][C:13]2[N:14]([C:18]([C:20]3([N:25]([CH3:27])[CH3:26])[CH2:24][CH2:23][CH2:22][CH2:21]3)=[N:17][N:16]=2)[CH:15]=1. The yield is 0.790. (3) The reactants are [CH3:1][CH:2]([CH3:17])[CH2:3][CH2:4][C:5]1[C:6](=O)[CH2:7][CH2:8][CH2:9][C:10]=1[O:11]CC(C)C.[CH2:18]([Li])[CH3:19]. The catalyst is CCOCC. The product is [CH2:18]([C:6]1[CH2:7][CH2:8][CH2:9][C:10](=[O:11])[C:5]=1[CH2:4][CH2:3][CH:2]([CH3:1])[CH3:17])[CH3:19]. The yield is 0.801. (4) The reactants are [C:1]([O:5][C:6]([N:8]1[CH2:13][CH2:12][CH:11]([C:14]([OH:16])=O)[CH2:10][CH2:9]1)=[O:7])([CH3:4])([CH3:3])[CH3:2].[Cl:17][C:18]1[CH:25]=[CH:24][C:21]([CH2:22][NH2:23])=[CH:20][CH:19]=1.ON1C2N=CC=CC=2N=N1.Cl.CN(C)CCCN=C=NCC. The catalyst is O1CCCC1. The product is [Cl:17][C:18]1[CH:25]=[CH:24][C:21]([CH2:22][NH:23][C:14]([CH:11]2[CH2:10][CH2:9][N:8]([C:6]([O:5][C:1]([CH3:2])([CH3:3])[CH3:4])=[O:7])[CH2:13][CH2:12]2)=[O:16])=[CH:20][CH:19]=1. The yield is 1.00.